This data is from Catalyst prediction with 721,799 reactions and 888 catalyst types from USPTO. The task is: Predict which catalyst facilitates the given reaction. (1) Reactant: [Br:1][C:2]1[CH:3]=[N:4][N:5]([CH3:25])[C:6]=1[C:7]1[CH:8]=[C:9]([NH2:24])[CH:10]=[CH:11][C:12]=1[O:13][CH2:14][CH2:15][N:16]1[CH2:21][CH2:20][CH:19]([O:22][CH3:23])[CH2:18][CH2:17]1.[F:26][C:27]1[CH:28]=[C:29]([CH:33]=[CH:34][CH:35]=1)[C:30](Cl)=[O:31].C(N(CC)CC)C. Product: [Br:1][C:2]1[CH:3]=[N:4][N:5]([CH3:25])[C:6]=1[C:7]1[CH:8]=[C:9]([NH:24][C:30](=[O:31])[C:29]2[CH:33]=[CH:34][CH:35]=[C:27]([F:26])[CH:28]=2)[CH:10]=[CH:11][C:12]=1[O:13][CH2:14][CH2:15][N:16]1[CH2:17][CH2:18][CH:19]([O:22][CH3:23])[CH2:20][CH2:21]1. The catalyst class is: 2. (2) Reactant: CC(N=NC(C#N)(C)C)(C#N)C.[CH3:13][C:14]1[CH:15]=[CH:16][C:17]([C:20]#[N:21])=[N:18][CH:19]=1.C1C(=O)N([Br:29])C(=O)C1. Product: [Br:29][CH2:13][C:14]1[CH:15]=[CH:16][C:17]([C:20]#[N:21])=[N:18][CH:19]=1. The catalyst class is: 53. (3) Reactant: [Cl:1][C:2]1[N:7]=[CH:6][C:5]([O:8][C:9]([CH3:16])([CH3:15])[C:10](OCC)=[O:11])=[CH:4][CH:3]=1.C(#N)C.C(=O)=O.[H-].[Al+3].[Li+].[H-].[H-].[H-]. Product: [Cl:1][C:2]1[N:7]=[CH:6][C:5]([O:8][C:9]([CH3:16])([CH3:15])[CH2:10][OH:11])=[CH:4][CH:3]=1. The catalyst class is: 7. (4) Reactant: [NH2:1][C:2]1[C:3]([CH3:22])=[N:4][C:5]2[C:10]([N:11]=1)=[C:9]([C:12]1[NH:20][C:19]3[CH2:18][CH2:17][NH:16][C:15](=[O:21])[C:14]=3[CH:13]=1)[CH:8]=[CH:7][CH:6]=2.[CH:23]1([C:26](Cl)=[O:27])[CH2:25][CH2:24]1. The catalyst class is: 2. Product: [CH3:22][C:3]1[C:2]([NH:1][C:26]([CH:23]2[CH2:25][CH2:24]2)=[O:27])=[N:11][C:10]2[C:5]([N:4]=1)=[CH:6][CH:7]=[CH:8][C:9]=2[C:12]1[NH:20][C:19]2[CH2:18][CH2:17][NH:16][C:15](=[O:21])[C:14]=2[CH:13]=1. (5) Reactant: CCCC[N+](CCCC)(CCCC)CCCC.[F-].[F:19][C:20]1[CH:25]=[CH:24][C:23]([F:26])=[CH:22][C:21]=1[C:27]1=[CH:28][C:29]2[C:30]([CH:35]([O:38][Si](C(C)C)(C(C)C)C(C)C)[CH2:36][CH2:37]1)=[N:31][CH:32]=[CH:33][CH:34]=2. Product: [F:19][C:20]1[CH:25]=[CH:24][C:23]([F:26])=[CH:22][C:21]=1[C:27]1=[CH:28][C:29]2[C:30]([CH:35]([OH:38])[CH2:36][CH2:37]1)=[N:31][CH:32]=[CH:33][CH:34]=2. The catalyst class is: 1.